Dataset: Reaction yield outcomes from USPTO patents with 853,638 reactions. Task: Predict the reaction yield, written as a fraction of the theoretical maximum amount of product (1.0 means a 100% yield; for example, 0.34 means a 34% yield). (1) The reactants are [OH:1][CH:2]([C:19]1[CH:24]=[CH:23][CH:22]=[C:21]([O:25][CH3:26])[CH:20]=1)[CH2:3][O:4][C:5]1[CH:18]=[CH:17][C:8]([CH:9]=[C:10]2[S:14][C:13](=[O:15])[NH:12][C:11]2=[O:16])=[CH:7][CH:6]=1.N1C=CC=CC=1C1C=CC=CN=1.[BH4-].[Na+].[BH4-]. The catalyst is C1COCC1.[Co](Cl)Cl.CC(O)=O.O. The product is [OH:1][CH:2]([C:19]1[CH:24]=[CH:23][CH:22]=[C:21]([O:25][CH3:26])[CH:20]=1)[CH2:3][O:4][C:5]1[CH:18]=[CH:17][C:8]([CH2:9][CH:10]2[S:14][C:13](=[O:15])[NH:12][C:11]2=[O:16])=[CH:7][CH:6]=1. The yield is 0.740. (2) No catalyst specified. The product is [F:24][C:22]1[CH:23]=[C:18]([C:8]2([C:4]3[CH:5]=[CH:6][CH:7]=[C:2]([C:31]4[C:26]([F:25])=[N:27][CH:28]=[CH:29][CH:30]=4)[CH:3]=3)[C:16]3[C:11](=[CH:12][CH:13]=[CH:14][CH:15]=3)[C:10]([NH2:17])=[N:9]2)[CH:19]=[N:20][CH:21]=1. The reactants are Br[C:2]1[CH:3]=[C:4]([C:8]2([C:18]3[CH:19]=[N:20][CH:21]=[C:22]([F:24])[CH:23]=3)[C:16]3[C:11](=[CH:12][CH:13]=[CH:14][CH:15]=3)[C:10]([NH2:17])=[N:9]2)[CH:5]=[CH:6][CH:7]=1.[F:25][C:26]1[C:31](B(O)O)=[CH:30][CH:29]=[CH:28][N:27]=1. The yield is 0.260. (3) The reactants are Br[C:2]1[C:3]([NH:11][CH3:12])=[N:4][CH:5]=[C:6](Br)[C:7]=1[CH2:8][CH3:9].[OH:13][C:14]1[CH:19]=[CH:18][C:17](B(O)O)=[CH:16][CH:15]=1.[C:23]([O-:26])([O-])=O.[K+].[K+]. The yield is 0.470. The catalyst is O1CCOCC1.O.C1C=CC(P(C2C=CC=CC=2)[C-]2C=CC=C2)=CC=1.C1C=CC(P(C2C=CC=CC=2)[C-]2C=CC=C2)=CC=1.Cl[Pd]Cl.[Fe+2]. The product is [CH2:8]([C:7]1[C:2]([C:17]2[CH:18]=[CH:19][C:14]([OH:13])=[CH:15][CH:16]=2)=[C:3]([NH:11][CH3:12])[N:4]=[CH:5][C:6]=1[C:7]1[CH:6]=[CH:5][C:23]([OH:26])=[CH:3][CH:2]=1)[CH3:9]. (4) The reactants are [Si]([O:8][CH2:9][CH2:10][CH2:11][N:12]1[CH2:16][CH2:15][NH:14][C:13]1=[O:17])(C(C)(C)C)(C)C.[H-].[Na+].Br[CH2:21][CH2:22][CH2:23]Br.CCN(C(C)C)C(C)C.[NH:34]1[CH2:39][CH2:38][CH:37]([O:40][C:41](=[O:55])[NH:42][C:43]2[CH:48]=[CH:47][CH:46]=[CH:45][C:44]=2[C:49]2[CH:54]=[CH:53][CH:52]=[CH:51][CH:50]=2)[CH2:36][CH2:35]1. The catalyst is CN(C=O)C.Cl.C(Cl)Cl.C(#N)C. The product is [OH:8][CH2:9][CH2:10][CH2:11][N:12]1[CH2:16][CH2:15][N:14]([CH2:21][CH2:22][CH2:23][N:34]2[CH2:35][CH2:36][CH:37]([O:40][C:41](=[O:55])[NH:42][C:43]3[CH:48]=[CH:47][CH:46]=[CH:45][C:44]=3[C:49]3[CH:54]=[CH:53][CH:52]=[CH:51][CH:50]=3)[CH2:38][CH2:39]2)[C:13]1=[O:17]. The yield is 0.0980. (5) The reactants are [F:1][C:2]1[C:10]([F:11])=[C:9]([F:12])[C:8]([F:13])=[C:7]2[C:3]=1[C:4]([C:14]([OH:16])=O)=[CH:5][NH:6]2.Cl.[NH2:18][C@H:19]1[CH2:24][CH2:23][CH2:22][CH2:21][C@@H:20]1[OH:25].C(Cl)Cl.C(N(CC)CC)C. The catalyst is O. The product is [OH:25][C@H:20]1[CH2:21][CH2:22][CH2:23][CH2:24][C@@H:19]1[NH:18][C:14]([C:4]1[C:3]2[C:7](=[C:8]([F:13])[C:9]([F:12])=[C:10]([F:11])[C:2]=2[F:1])[NH:6][CH:5]=1)=[O:16]. The yield is 0.700. (6) The reactants are [NH2:1][C:2]1[N:7]=[CH:6][N:5]=[C:4]2[N:8]([CH:14]([C:16]3[C:17]([O:35][CH3:36])=[C:18]([CH:24]4[CH2:27][N:26](C(OC(C)(C)C)=O)[CH2:25]4)[C:19]([CH3:23])=[C:20]([Cl:22])[CH:21]=3)[CH3:15])[N:9]=[C:10]([CH:11]([F:13])[F:12])[C:3]=12.[ClH:37].O1CCOCC1. The catalyst is ClCCl. The product is [ClH:22].[ClH:37].[NH:26]1[CH2:25][CH:24]([C:18]2[C:17]([O:35][CH3:36])=[C:16]([CH:14]([N:8]3[C:4]4=[N:5][CH:6]=[N:7][C:2]([NH2:1])=[C:3]4[C:10]([CH:11]([F:12])[F:13])=[N:9]3)[CH3:15])[CH:21]=[C:20]([Cl:22])[C:19]=2[CH3:23])[CH2:27]1. The yield is 1.00. (7) The reactants are [NH2:1][C:2]1[C:3]([CH3:8])=[CH:4][CH:5]=[CH:6][CH:7]=1.C[Al](C)C.C[O:14][C:15](=O)[C:16]1[CH:21]=[CH:20][C:19]([S:22][C:23]2[CH:28]=[CH:27][C:26]([O:29][CH3:30])=[CH:25][CH:24]=2)=[C:18]([NH:31][C:32]2[C:33]3[CH:41]=[CH:40][C:39]([CH3:42])=[N:38][C:34]=3[N:35]=[CH:36][N:37]=2)[CH:17]=1.[C@H](O)(C([O-])=O)[C@@H](O)C([O-])=O.[Na+].[K+]. The catalyst is C1(C)C=CC=CC=1. The product is [CH3:30][O:29][C:26]1[CH:25]=[CH:24][C:23]([S:22][C:19]2[CH:20]=[CH:21][C:16]([C:15]([NH:1][C:2]3[CH:7]=[CH:6][CH:5]=[CH:4][C:3]=3[CH3:8])=[O:14])=[CH:17][C:18]=2[NH:31][C:32]2[C:33]3[CH:41]=[CH:40][C:39]([CH3:42])=[N:38][C:34]=3[N:35]=[CH:36][N:37]=2)=[CH:28][CH:27]=1. The yield is 0.650. (8) The reactants are [CH3:1][O:2][C:3]1[CH:8]=[CH:7][C:6]([C:9]2[C:10]([CH3:15])=[N:11][NH:12][C:13]=2[NH2:14])=[CH:5][CH:4]=1.[O:16]1[CH2:21][CH2:20][O:19][C:18]2[CH:22]=[C:23]([C:26](=O)[CH2:27][C:28](OCC)=[O:29])[CH:24]=[CH:25][C:17]1=2. The product is [O:16]1[CH2:21][CH2:20][O:19][C:18]2[CH:22]=[C:23]([C:26]3[NH:14][C:13]4[N:12]([N:11]=[C:10]([CH3:15])[C:9]=4[C:6]4[CH:5]=[CH:4][C:3]([O:2][CH3:1])=[CH:8][CH:7]=4)[C:28](=[O:29])[CH:27]=3)[CH:24]=[CH:25][C:17]1=2. The catalyst is C(O)(=O)C. The yield is 0.150. (9) The reactants are [CH2:1]([O:3][C:4]([C:6]([C:9]1[N:10](C(OC(C)(C)C)=O)[C:11]2[C:16]([CH:17]=1)=[CH:15][CH:14]=[CH:13][CH:12]=2)([CH3:8])[CH3:7])=[O:5])[CH3:2]. The catalyst is ClCCl.C(O)(C(F)(F)F)=O. The product is [NH:10]1[C:11]2[C:16](=[CH:15][CH:14]=[CH:13][CH:12]=2)[CH:17]=[C:9]1[C:6]([CH3:7])([CH3:8])[C:4]([O:3][CH2:1][CH3:2])=[O:5]. The yield is 0.780. (10) The reactants are CN(C)[CH2:3][CH2:4][C:5]([C:7]1[CH:12]=[CH:11][CH:10]=[CH:9][C:8]=1[F:13])=[O:6].[Br:15][C:16]1[CH:21]=[CH:20][C:19]([C@@H:22]([NH2:24])[CH3:23])=[CH:18][CH:17]=1.O. The catalyst is CCO. The product is [Br:15][C:16]1[CH:21]=[CH:20][C:19]([C@@H:22]([NH:24][CH2:3][CH2:4][C:5]([C:7]2[CH:12]=[CH:11][CH:10]=[CH:9][C:8]=2[F:13])=[O:6])[CH3:23])=[CH:18][CH:17]=1. The yield is 0.0300.